From a dataset of Forward reaction prediction with 1.9M reactions from USPTO patents (1976-2016). Predict the product of the given reaction. (1) Given the reactants [OH:1][CH2:2][CH2:3][C:4]#[C:5][C:6]1[CH:7]=[C:8]([CH:11]=[CH:12][CH:13]=1)[CH:9]=O.[NH:14]1[CH2:19][CH2:18][O:17][CH2:16][CH2:15]1.C(O[BH-](OC(=O)C)OC(=O)C)(=O)C.[Na+].[OH-].[Na+], predict the reaction product. The product is: [N:14]1([CH2:9][C:8]2[CH:7]=[C:6]([C:5]#[C:4][CH2:3][CH2:2][OH:1])[CH:13]=[CH:12][CH:11]=2)[CH2:19][CH2:18][O:17][CH2:16][CH2:15]1. (2) Given the reactants O.[OH-].[Li+].[CH3:4][O:5][CH2:6][C:7]1[CH:12]=[C:11]([C:13]([O:15]C)=[O:14])[CH:10]=[CH:9][C:8]=1[C:17]1[CH:22]=[CH:21][CH:20]=[CH:19][C:18]=1[C:23]([F:26])([F:25])[F:24], predict the reaction product. The product is: [CH3:4][O:5][CH2:6][C:7]1[CH:12]=[C:11]([C:13]([OH:15])=[O:14])[CH:10]=[CH:9][C:8]=1[C:17]1[CH:22]=[CH:21][CH:20]=[CH:19][C:18]=1[C:23]([F:24])([F:25])[F:26]. (3) Given the reactants [C:1]([N:8]1[C:14]2[CH:15]=[C:16]([O:21][CH2:22]CCCCC(N3C4C=C(OCC5C=CC([N+]([O-])=O)=CC=5)C5C=CC=CC=5C=4[C@H](CCl)C3)=O)[C:17]([O:19][CH3:20])=[CH:18][C:13]=2[C:12](=[O:55])[N:11]2[CH2:56][CH2:57][CH2:58][CH:10]2[C@@H:9]1[OH:59])([O:3]C(C)(C)C)=[O:2].[NH2:60][C:61]1[CH:66]=[CH:65][CH:64]=[CH:63][CH:62]=1.[Cl:67][CH2:68][C@H:69]1[C:77]2[C:76]3[CH:78]=[CH:79][CH:80]=[CH:81][C:75]=3[C:74]([O:82][CH2:83]C3C=CC(NC(=O)CCCCCN4C(=O)C=CC4=O)=CC=3)=[CH:73][C:72]=2[N:71]([C:105](=[O:137])[CH2:106][CH2:107][CH2:108][CH2:109]COC2C(OC)=CC3C(=O)N4CCCC4[C@H](O)N(C(OC(C)(C)C)=O)C=3C=2)[CH2:70]1.[CH:138]1[C:150]2[CH:149]([CH2:151][O:152][C:153]([NH:155][C@@H:156]([CH2:160][CH2:161][CH2:162][NH:163][C:164]([NH2:166])=[O:165])[C:157](O)=[O:158])=[O:154])[C:148]3[C:143](=[CH:144][CH:145]=[CH:146][CH:147]=3)[C:142]=2[CH:141]=[CH:140][CH:139]=1.C(OC1C=[CH:178][C:177]2[C:172](=CC=C[CH:176]=2)N1C(OCC)=O)C.CCOC1N(C(OCC)=O)C2C(=CC=CC=2)C=C1, predict the reaction product. The product is: [CH:138]1[C:150]2[CH:149]([CH2:151][O:152][C:153]([NH:155][C@@H:156]([CH2:160][CH2:161][CH2:162][NH:163][C:164]([NH2:166])=[O:165])[C:157]([NH:60][C:61]3[CH:66]=[CH:65][C:64]([CH2:83][O:82][C:74]4[C:75]5[CH:81]=[CH:80][CH:79]=[CH:78][C:76]=5[C:77]5[C@H:69]([CH2:68][Cl:67])[CH2:70][N:71]([C:105](=[O:137])[CH2:106][CH2:107][CH2:108][CH2:109][CH2:22][O:21][C:16]6[C:17]([O:19][CH3:20])=[CH:18][C:13]7[C:12](=[O:55])[N:11]8[CH2:56][CH2:57][CH2:58][CH:10]8[C@H:9]([OH:59])[N:8]([C:1]([O:3][C:177]([CH3:178])([CH3:172])[CH3:176])=[O:2])[C:14]=7[CH:15]=6)[C:72]=5[CH:73]=4)=[CH:63][CH:62]=3)=[O:158])=[O:154])[C:148]3[C:143](=[CH:144][CH:145]=[CH:146][CH:147]=3)[C:142]=2[CH:141]=[CH:140][CH:139]=1. (4) Given the reactants [H-].[Na+].[C:3]1([N:9]2[CH2:14][CH2:13][NH:12][CH2:11][CH2:10]2)[CH:8]=[CH:7][CH:6]=[CH:5][CH:4]=1.I[CH3:16].O, predict the reaction product. The product is: [CH3:16][N:12]1[CH2:13][CH2:14][N:9]([C:3]2[CH:8]=[CH:7][CH:6]=[CH:5][CH:4]=2)[CH2:10][CH2:11]1.